This data is from Catalyst prediction with 721,799 reactions and 888 catalyst types from USPTO. The task is: Predict which catalyst facilitates the given reaction. (1) Reactant: [CH3:1][N:2]([CH3:20])[CH2:3][C:4]([N:6]1[C:14]2[C:9](=[CH:10][C:11]([N+:17]([O-])=O)=[C:12]([O:15][CH3:16])[CH:13]=2)[CH2:8][CH2:7]1)=[O:5]. Product: [CH3:20][N:2]([CH2:3][C:4]([N:6]1[C:14]2[C:9](=[CH:10][C:11]([NH2:17])=[C:12]([O:15][CH3:16])[CH:13]=2)[CH2:8][CH2:7]1)=[O:5])[CH3:1]. The catalyst class is: 29. (2) Reactant: Br[C:2]1[CH:7]=[CH:6][C:5]([O:8][CH2:9][C:10]([F:13])([F:12])[F:11])=[CH:4][CH:3]=1.[N:14]1([C:20]([O:22][C:23]([CH3:26])([CH3:25])[CH3:24])=[O:21])[CH2:19][CH2:18][NH:17][CH2:16][CH2:15]1.CC(C)([O-])C.[Na+]. Product: [F:11][C:10]([F:13])([F:12])[CH2:9][O:8][C:5]1[CH:6]=[CH:7][C:2]([N:17]2[CH2:16][CH2:15][N:14]([C:20]([O:22][C:23]([CH3:26])([CH3:25])[CH3:24])=[O:21])[CH2:19][CH2:18]2)=[CH:3][CH:4]=1. The catalyst class is: 101. (3) Reactant: [N:1]([C@H:4]1[C@@H:8]([CH3:9])[CH2:7][N:6]([C:10]([O:12][CH2:13][C:14]2[CH:19]=[CH:18][CH:17]=[CH:16][CH:15]=2)=[O:11])[CH2:5]1)=[N+]=[N-].C1(P(C2C=CC=CC=2)C2C=CC=CC=2)C=CC=CC=1. Product: [NH2:1][C@H:4]1[C@@H:8]([CH3:9])[CH2:7][N:6]([C:10]([O:12][CH2:13][C:14]2[CH:19]=[CH:18][CH:17]=[CH:16][CH:15]=2)=[O:11])[CH2:5]1. The catalyst class is: 47. (4) Reactant: [CH3:1][O:2][C:3]1([O:23][CH3:24])[C:11](=[O:12])[C:10]2[C:5](=[CH:6][CH:7]=[C:8](B3OC(C)(C)C(C)(C)O3)[CH:9]=2)[C:4]1=[O:22].Br[C:26]1[CH:31]=[C:30](Br)[CH:29]=[C:28](Br)[CH:27]=1.[O-]P([O-])([O-])=O.[K+].[K+].[K+].[OH2:42]. Product: [CH3:1][O:2][C:3]1([O:23][CH3:24])[C:11](=[O:12])[C:10]2[C:5](=[CH:6][CH:7]=[C:8]([C:26]3[CH:31]=[C:30]([C:7]4[CH:6]=[C:5]5[C:10](=[CH:9][CH:8]=4)[C:11](=[O:42])[C:3]([O:23][CH3:24])([O:2][CH3:1])[C:4]5=[O:22])[CH:29]=[C:28]([C:7]4[CH:6]=[C:5]5[C:10](=[CH:9][CH:8]=4)[C:11](=[O:12])[C:3]([O:2][CH3:1])([O:23][CH3:24])[C:4]5=[O:22])[CH:27]=3)[CH:9]=2)[C:4]1=[O:22]. The catalyst class is: 335. (5) Reactant: [OH-].[Na+].Cl.Cl.[CH:5]([N:8]1[CH2:13][CH2:12][NH:11][CH2:10][CH2:9]1)([CH3:7])[CH3:6].[CH:14]([C:16]1[CH:24]=[CH:23][C:19]([C:20](Cl)=[O:21])=[CH:18][CH:17]=1)=[O:15]. Product: [CH:5]([N:8]1[CH2:13][CH2:12][N:11]([C:14]([C:16]2[CH:24]=[CH:23][C:19]([CH:20]=[O:21])=[CH:18][CH:17]=2)=[O:15])[CH2:10][CH2:9]1)([CH3:7])[CH3:6]. The catalyst class is: 226.